This data is from Forward reaction prediction with 1.9M reactions from USPTO patents (1976-2016). The task is: Predict the product of the given reaction. Given the reactants [CH2:1]([O:4][C:5](=[O:23])[N:6]([C@@H:14]1[CH2:16][C@H:15]1[C:17]1[CH:22]=[CH:21][CH:20]=[CH:19][CH:18]=1)[CH2:7][CH:8]1[CH2:13][CH2:12][NH:11][CH2:10][CH2:9]1)[CH:2]=[CH2:3].[C:24]([O:28][C:29](=[O:42])[CH:30]=[C:31]1[CH2:34][N:33]([C:35]([O:37][C:38]([CH3:41])([CH3:40])[CH3:39])=[O:36])[CH2:32]1)([CH3:27])([CH3:26])[CH3:25].C1CCN2C(=NCCC2)CC1, predict the reaction product. The product is: [CH2:1]([O:4][C:5]([N:6]([CH2:7][CH:8]1[CH2:9][CH2:10][N:11]([C:31]2([CH2:30][C:29]([O:28][C:24]([CH3:27])([CH3:26])[CH3:25])=[O:42])[CH2:32][N:33]([C:35]([O:37][C:38]([CH3:41])([CH3:40])[CH3:39])=[O:36])[CH2:34]2)[CH2:12][CH2:13]1)[C@@H:14]1[CH2:16][C@H:15]1[C:17]1[CH:18]=[CH:19][CH:20]=[CH:21][CH:22]=1)=[O:23])[CH:2]=[CH2:3].